From a dataset of Reaction yield outcomes from USPTO patents with 853,638 reactions. Predict the reaction yield, written as a fraction of the theoretical maximum amount of product (1.0 means a 100% yield; for example, 0.34 means a 34% yield). The catalyst is ClCCl. The product is [Cl:17][CH2:11][C:4]1[CH:5]=[C:6]([F:10])[C:7]([S:8][CH3:9])=[C:2]([F:1])[CH:3]=1. The reactants are [F:1][C:2]1[CH:3]=[C:4]([CH2:11]O)[CH:5]=[C:6]([F:10])[C:7]=1[S:8][CH3:9].CS([Cl:17])(=O)=O.C(N(C(C)C)CC)(C)C.Cl. The yield is 0.950.